Dataset: Full USPTO retrosynthesis dataset with 1.9M reactions from patents (1976-2016). Task: Predict the reactants needed to synthesize the given product. (1) Given the product [CH3:9][O:10][CH2:11][CH2:12][C:2]1[S:3][CH:4]=[CH:5][C:6]=1[CH3:7], predict the reactants needed to synthesize it. The reactants are: Br[C:2]1[S:3][CH:4]=[CH:5][C:6]=1[CH3:7].[Mg].[CH3:9][O:10][CH2:11][CH2:12]OS(C1C=CC(C)=CC=1)(=O)=O. (2) Given the product [CH2:1]([O:8][C:9]1[CH:17]=[CH:16][CH:15]=[C:14]2[C:10]=1[CH:11]=[C:12]([C:18]1[O:24][C:22]([CH3:23])=[N:21][N:20]=1)[NH:13]2)[C:2]1[CH:3]=[CH:4][CH:5]=[CH:6][CH:7]=1, predict the reactants needed to synthesize it. The reactants are: [CH2:1]([O:8][C:9]1[CH:17]=[CH:16][CH:15]=[C:14]2[C:10]=1[CH:11]=[C:12]([C:18]([NH:20][NH:21][C:22](=[O:24])[CH3:23])=O)[NH:13]2)[C:2]1[CH:7]=[CH:6][CH:5]=[CH:4][CH:3]=1.C1(P(C2C=CC=CC=2)C2C=CC=CC=2)C=CC=CC=1.C(N(CC)CC)C.N(C(OC(C)C)=O)=NC(OC(C)C)=O. (3) Given the product [OH:2][C:3]1[CH:8]=[N:7][N:6]([CH2:9][C:10]2[CH:15]=[CH:14][C:13]([O:16][CH3:17])=[CH:12][CH:11]=2)[C:5](=[O:18])[CH:4]=1, predict the reactants needed to synthesize it. The reactants are: C[O:2][C:3]1[CH:8]=[N:7][N:6]([CH2:9][C:10]2[CH:15]=[CH:14][C:13]([O:16][CH3:17])=[CH:12][CH:11]=2)[C:5](=[O:18])[CH:4]=1.[OH-].[Na+].CCOC(C)=O.Cl. (4) Given the product [Br:1][C:2]1[CH:3]=[C:4]([CH2:13][C:14]([CH3:17])([CH3:16])[CH3:15])[C:5]2[O:9][CH2:8][C:7]([CH3:10])([CH3:11])[C:6]=2[CH:12]=1, predict the reactants needed to synthesize it. The reactants are: [Br:1][C:2]1[CH:3]=[C:4]([CH:13](O)[C:14]([CH3:17])([CH3:16])[CH3:15])[C:5]2[O:9][CH2:8][C:7]([CH3:11])([CH3:10])[C:6]=2[CH:12]=1.ClCCl.C([SiH](CC)CC)C.FC(F)(F)C(O)=O. (5) Given the product [ClH:19].[CH3:11][NH:10][C@@H:1]1[C:9]2[C:4](=[CH:5][CH:6]=[CH:7][CH:8]=2)[CH2:3][CH2:2]1, predict the reactants needed to synthesize it. The reactants are: [C@@H:1]1([N:10](C)[C:11](=O)OC(C)(C)C)[C:9]2[C:4](=[CH:5][CH:6]=[CH:7][CH:8]=2)[CH2:3][CH2:2]1.[ClH:19]. (6) Given the product [CH2:9]([O:8][CH2:7][CH:5]1[CH2:6][C:3](=[O:2])[CH2:4]1)[C:10]1[CH:15]=[CH:14][CH:13]=[CH:12][CH:11]=1, predict the reactants needed to synthesize it. The reactants are: C[O:2][C:3]1(OC)[CH2:6][CH:5]([CH2:7][O:8][CH2:9][C:10]2[CH:15]=[CH:14][CH:13]=[CH:12][CH:11]=2)[CH2:4]1.O.C1(C)C=CC(S(O)(=O)=O)=CC=1. (7) Given the product [ClH:40].[O:1]1[C:6]2[CH:7]=[CH:8][C:9]([CH2:11][NH:12][CH:20]3[CH2:25][CH2:24][N:23]([CH2:26][CH2:27][N:28]4[C:37]5[C:32](=[C:33]([NH2:38])[CH:34]=[CH:35][CH:36]=5)[CH:31]=[CH:30][C:29]4=[O:39])[CH2:22][CH2:21]3)=[CH:10][C:5]=2[O:4][CH2:3][CH2:2]1, predict the reactants needed to synthesize it. The reactants are: [O:1]1[C:6]2[CH:7]=[CH:8][C:9]([CH2:11][N:12]([CH:20]3[CH2:25][CH2:24][N:23]([CH2:26][CH2:27][N:28]4[C:37]5[C:32](=[C:33]([NH2:38])[CH:34]=[CH:35][CH:36]=5)[CH:31]=[CH:30][C:29]4=[O:39])[CH2:22][CH2:21]3)C(=O)OC(C)(C)C)=[CH:10][C:5]=2[O:4][CH2:3][CH2:2]1.[ClH:40].O1CCOCC1. (8) Given the product [CH2:11]([O:18][C:19]1[CH:20]=[CH:21][C:22]([O:25][C:2]2[CH:10]=[CH:9][N:8]=[C:7]3[NH:6][CH:5]=[CH:4][C:3]=23)=[CH:23][CH:24]=1)[C:12]1[CH:13]=[CH:14][CH:15]=[CH:16][CH:17]=1, predict the reactants needed to synthesize it. The reactants are: Cl[C:2]1[CH:10]=[CH:9][N:8]=[C:7]2[C:3]=1[CH:4]=[CH:5][NH:6]2.[CH2:11]([O:18][C:19]1[CH:24]=[CH:23][C:22]([OH:25])=[CH:21][CH:20]=1)[C:12]1[CH:17]=[CH:16][CH:15]=[CH:14][CH:13]=1.C(O)(C(F)(F)F)=O.CCN(CC)CC. (9) Given the product [Cl:8][C:6]1[CH:5]=[C:4]([NH:9][CH2:10][C:11]([N:13]2[CH2:19][CH2:18][CH2:17][CH2:16][CH:15]([NH:20][C:21]3[C:22]4[CH:29]=[CH:28][NH:27][C:23]=4[N:24]=[CH:25][N:26]=3)[CH2:14]2)=[O:12])[CH:3]=[C:2]([Cl:1])[CH:7]=1, predict the reactants needed to synthesize it. The reactants are: [Cl:1][C:2]1[CH:3]=[C:4]([NH:9][CH2:10][C:11]([N:13]2[CH2:19][CH2:18][CH2:17][CH2:16][CH:15]([NH:20][C:21]3[C:22]4[CH:29]=[CH:28][N:27](S(C5C=CC(C)=CC=5)(=O)=O)[C:23]=4[N:24]=[CH:25][N:26]=3)[CH2:14]2)=[O:12])[CH:5]=[C:6]([Cl:8])[CH:7]=1.C([O-])([O-])=O.[K+].[K+].CO. (10) Given the product [CH:22]1[C:17]2[C:16]3[CH2:23][CH2:24][CH:25]=[CH:26][C:15]=3[CH:14]=[CH:13][C:12](=[CH:11][C:10]([NH:9][CH2:8][CH2:7][CH2:6][CH2:5][CH2:4][C:3]([OH:28])=[O:2])=[O:27])[C:18]=2[CH:19]=[CH:20][CH:21]=1, predict the reactants needed to synthesize it. The reactants are: C[O:2][C:3](=[O:28])[CH2:4][CH2:5][CH2:6][CH2:7][CH2:8][NH:9][C:10](=[O:27])[CH:11]=[C:12]1[C:18]2[CH:19]=[CH:20][CH:21]=[CH:22][C:17]=2[C:16]2[CH2:23][CH2:24][CH:25]=[CH:26][C:15]=2[CH:14]=[CH:13]1.CO.[Li+].[OH-].Cl.